This data is from Full USPTO retrosynthesis dataset with 1.9M reactions from patents (1976-2016). The task is: Predict the reactants needed to synthesize the given product. (1) Given the product [CH:21]1([C:24]2[NH:1][C:2]3[C:3]([C:4]([O:6][CH3:7])=[O:5])=[CH:8][C:9]([C:13]4[C:14]([CH3:19])=[N:15][O:16][C:17]=4[CH3:18])=[CH:10][C:11]=3[N:12]=2)[CH2:23][CH2:22]1, predict the reactants needed to synthesize it. The reactants are: [NH2:1][C:2]1[C:11]([NH2:12])=[CH:10][C:9]([C:13]2[C:14]([CH3:19])=[N:15][O:16][C:17]=2[CH3:18])=[CH:8][C:3]=1[C:4]([O:6][CH3:7])=[O:5].Cl.[CH:21]1([C:24](=N)OCC)[CH2:23][CH2:22]1. (2) Given the product [CH3:1][N:2]1[N:6]=[C:5]([CH:7]2[CH2:8][CH2:9][N:10]([C:13]3[CH:14]=[CH:15][C:16]([NH:19][CH2:20][C:21]4[O:22][C:23]([N+:26]([O-:28])=[O:27])=[CH:24][CH:25]=4)=[CH:17][CH:18]=3)[CH2:11][CH2:12]2)[O:4][C:3]1=[O:29], predict the reactants needed to synthesize it. The reactants are: [CH3:1][N:2]1[N:6]=[C:5]([CH:7]2[CH2:12][CH2:11][N:10]([C:13]3[CH:18]=[CH:17][C:16](/[N:19]=[CH:20]/[C:21]4[O:22][C:23]([N+:26]([O-:28])=[O:27])=[CH:24][CH:25]=4)=[CH:15][CH:14]=3)[CH2:9][CH2:8]2)[O:4][C:3]1=[O:29].C([BH3-])#N.[Na+].C(=O)(O)[O-].[Na+]. (3) Given the product [Cl:14][C:10]1[C:9]([C:24]#[C:25][CH3:26])=[C:8]([NH:7][C:6](=[O:16])[O:5][C:1]([CH3:4])([CH3:3])[CH3:2])[CH:13]=[CH:12][N:11]=1, predict the reactants needed to synthesize it. The reactants are: [C:1]([O:5][C:6](=[O:16])[NH:7][C:8]1[CH:13]=[CH:12][N:11]=[C:10]([Cl:14])[C:9]=1I)([CH3:4])([CH3:3])[CH3:2].C(N(CC)CC)C.[CH:24]#[C:25][CH3:26]. (4) Given the product [CH:22]([C:2]1[N:7]=[C:6]2[N:8]([CH2:11][C:12]3[CH:13]=[C:14]4[C:19](=[CH:20][CH:21]=3)[N:18]=[CH:17][CH:16]=[CH:15]4)[N:9]=[N:10][C:5]2=[N:4][CH:3]=1)=[CH2:23], predict the reactants needed to synthesize it. The reactants are: Br[C:2]1[N:7]=[C:6]2[N:8]([CH2:11][C:12]3[CH:13]=[C:14]4[C:19](=[CH:20][CH:21]=3)[N:18]=[CH:17][CH:16]=[CH:15]4)[N:9]=[N:10][C:5]2=[N:4][CH:3]=1.[CH2:22]([Sn](CCCC)(CCCC)C=C)[CH2:23]CC.[NH4+].[Cl-].CCOC(C)=O. (5) The reactants are: [CH2:1]1[CH:5]2[CH:6]3[CH:10]=[CH:9][CH:8]([CH:4]2[CH:3]=[CH:2]1)[CH2:7]3.C1(C#C)C=CC=CC=1.ClC(Cl)(Cl)C(Cl)(Cl)Cl. Given the product [CH2:1]1[CH:5]2[C@@H:6]3[CH:10]=[CH:9][C@H:8]([CH:4]2[CH:3]=[CH:2]1)[CH2:7]3, predict the reactants needed to synthesize it. (6) Given the product [CH2:1]([O:3][C:4](=[O:27])[CH2:5][C:6]1([C:17]2[CH:18]=[CH:19][C:20]([NH:23][C:24](=[O:26])[CH3:25])=[CH:21][CH:22]=2)[CH2:7][C:8]2[C:13](=[CH:12][CH:11]=[CH:10][CH:9]=2)[CH2:14]1)[CH3:2], predict the reactants needed to synthesize it. The reactants are: [CH2:1]([O:3][C:4](=[O:27])[CH2:5][C:6]1([C:17]2[CH:22]=[CH:21][C:20]([NH:23][C:24](=[O:26])[CH3:25])=[CH:19][CH:18]=2)[CH:14](O)[C:13]2[C:8](=[CH:9][CH:10]=[CH:11][CH:12]=2)[CH:7]1O)[CH3:2]. (7) Given the product [C:1]([O:5][C:6]([NH:8][C@@H:9]1[CH2:14][CH2:13][C:12]([F:16])([F:15])[CH2:11][C@H:10]1[C:17]([O:19][CH2:20][CH3:21])=[O:18])=[O:7])([CH3:4])([CH3:3])[CH3:2], predict the reactants needed to synthesize it. The reactants are: [C:1]([O:5][C:6]([NH:8][C@H:9]1[CH2:14][CH2:13][C:12]([F:16])([F:15])[CH2:11][C@H:10]1[C:17]([O:19][CH2:20][CH3:21])=[O:18])=[O:7])([CH3:4])([CH3:3])[CH3:2].[O-]CC.[Na+]. (8) The reactants are: C([Sn]([CH2:12][CH2:13][CH2:14][CH3:15])([CH2:12][CH2:13][CH2:14][CH3:15])[CH2:12][CH2:13][CH2:14][CH3:15])=C.C[Si](C)(C)[C:18]1[C:23](N)=CC(Br)=[CH:20][N:19]=1.[Li+].[Cl-].[F-].[K+].C[N:33](C=O)C. Given the product [NH2:33][C:18]1[CH:23]=[CH:12][C:13]([CH:14]=[CH2:15])=[CH:20][N:19]=1, predict the reactants needed to synthesize it.